From a dataset of Forward reaction prediction with 1.9M reactions from USPTO patents (1976-2016). Predict the product of the given reaction. Given the reactants C[Si](C)(C)[O:3][C:4]1[CH2:9][CH2:8][CH2:7][CH2:6][CH:5]=1.[O:12]=[C:13]1[CH2:16][N:15]([C:17]([O:19][CH2:20][C:21]2[CH:26]=[CH:25][CH:24]=[CH:23][CH:22]=2)=[O:18])[CH2:14]1, predict the reaction product. The product is: [OH:12][C:13]1([CH:5]2[CH2:6][CH2:7][CH2:8][CH2:9][C:4]2=[O:3])[CH2:14][N:15]([C:17]([O:19][CH2:20][C:21]2[CH:26]=[CH:25][CH:24]=[CH:23][CH:22]=2)=[O:18])[CH2:16]1.